From a dataset of Forward reaction prediction with 1.9M reactions from USPTO patents (1976-2016). Predict the product of the given reaction. (1) Given the reactants [NH:1]([C:3]([NH2:5])=O)[NH2:2].[N:6]([CH2:9][CH3:10])=[C:7]=[S:8], predict the reaction product. The product is: [NH2:5][C:3]1[N:6]([CH2:9][CH3:10])[C:7]([SH:8])=[N:2][N:1]=1. (2) Given the reactants [Br:1][C:2]1[CH:7]=[CH:6][C:5]([S:8](Cl)(=[O:10])=[O:9])=[C:4]([O:12][C:13]([F:16])([F:15])[F:14])[CH:3]=1.[CH3:17][NH2:18], predict the reaction product. The product is: [Br:1][C:2]1[CH:7]=[CH:6][C:5]([S:8]([NH:18][CH3:17])(=[O:10])=[O:9])=[C:4]([O:12][C:13]([F:16])([F:15])[F:14])[CH:3]=1. (3) Given the reactants C(O[C:6](=O)[N:7]([CH:9]([C:11](=[O:47])[NH:12][CH:13]([CH:41]1[CH2:46][CH2:45][CH2:44][CH2:43][CH2:42]1)[C:14]([N:16]1[CH2:20][CH2:19][CH:18]2[N:21]([S:37]([CH3:40])(=[O:39])=[O:38])[CH2:22][CH:23]([C:24](=[O:36])[NH:25][CH:26]3[C:35]4[C:30](=[CH:31][CH:32]=[CH:33][CH:34]=4)[CH2:29][CH2:28][CH2:27]3)[CH:17]12)=[O:15])[CH3:10])C)(C)(C)C.C(O)(C(F)(F)F)=O, predict the reaction product. The product is: [CH:26]1([NH:25][C:24]([CH:23]2[CH2:22][N:21]([S:37]([CH3:40])(=[O:38])=[O:39])[CH:18]3[CH2:19][CH2:20][N:16]([C:14](=[O:15])[CH:13]([CH:41]4[CH2:42][CH2:43][CH2:44][CH2:45][CH2:46]4)[NH:12][C:11](=[O:47])[CH:9]([NH:7][CH3:6])[CH3:10])[CH:17]23)=[O:36])[C:35]2[C:30](=[CH:31][CH:32]=[CH:33][CH:34]=2)[CH2:29][CH2:28][CH2:27]1. (4) Given the reactants [CH3:1][C:2]1[S:21][C:5]2[NH:6][C:7]3[CH:20]=[CH:19][CH:18]=[CH:17][C:8]=3[N:9]=[C:10]([N:11]3[CH2:16][CH2:15][NH:14][CH2:13][CH2:12]3)[C:4]=2[CH:3]=1.S(OC)(O[CH3:26])(=O)=O.[OH-].[Na+], predict the reaction product. The product is: [CH3:1][C:2]1[S:21][C:5]2[NH:6][C:7]3[CH:20]=[CH:19][CH:18]=[CH:17][C:8]=3[N:9]=[C:10]([N:11]3[CH2:16][CH2:15][N:14]([CH3:26])[CH2:13][CH2:12]3)[C:4]=2[CH:3]=1.